From a dataset of Experimentally validated miRNA-target interactions with 360,000+ pairs, plus equal number of negative samples. Binary Classification. Given a miRNA mature sequence and a target amino acid sequence, predict their likelihood of interaction. (1) Result: 0 (no interaction). The protein sequence of the target gene is MSKSLKKLVEESREKNQPEVDMSDRGISNMLDVNGLFTLSHITQLVLSHNKLTMVPPNIAELKNLEVLNFFNNQIEELPTQISSLQKLKHLNLGMNRLNTLPRGFGSLPALEVLDLTYNNLSENSLPGNFFYLTTLRALYLSDNDFEILPPDIGKLTKLQILSLRDNDLISLPKEIGELTQLKELHIQGNRLTVLPPELGNLDLTGQKQVFKAENNPWVTPIADQFQLGVSHVFEYIRSETYKYLYGRHMQANPEPPKKNNDKSKKISRKPLAAKNR. The miRNA is hsa-miR-1266-3p with sequence CCCUGUUCUAUGCCCUGAGGGA. (2) The miRNA is cel-miR-798 with sequence UAAGCCUUACAUAUUGACUGA. The protein sequence of the target gene is MDNLENVFRMFEAHMQSYTGNDPLGEWESFIKWVEENFPDNKEYLMTLLEHLMKEFLHKKNYHNDSRFINYCLKFAEYNSDRHQFFEFLYNQGIGTKSSYIYMSWAGHLEAQGELQHASAIFQTGIHNEAEPKELLQQQYRLFQARLTGIHLPAQATTSEPLHSAQILNQVMMTNSSPEKNSACVPKSQGSECSGVASSTCDEKSNMEQRVIMISKSECSVSSSVAPKPEAQQVMYCKEKLIRGDSEFSFEELRAQKYNQRKKHEQWVSEDRNYMKRKEANAFEEQLLKQKMDELHKKLH.... Result: 0 (no interaction). (3) The miRNA is hsa-miR-130b-3p with sequence CAGUGCAAUGAUGAAAGGGCAU. Result: 1 (interaction). The protein sequence of the target gene is MADRFSRFNEDRDFQGNHFDQYEEGHLEIEQASLDKPIESDNIGHRLLQKHGWKLGQGLGKSLQGRTDPIPIVVKYDVMGMGRMEMELDYAEDATERRRVLEVEKEDTEELRQKYKDYVDKEKAIAKALEDLRANFYCELCDKQYQKHQEFDNHINSYDHAHKQRLKDLKQREFARNVSSRSRKDEKKQEKALRRLHELAEQRKQAECAPGSGPMFKPTTVAVDEEGGEDDKDESATNSGTGATASCGLGSEFSTDKGGPFTAVQITNTTGLAQAPGLASQGISFGIKNNLGTPLQKLGV.... (4) The miRNA is hsa-miR-5584-3p with sequence UAGUUCUUCCCUUUGCCCAAUU. The protein sequence of the target gene is MAHSKTRTNDGKITYPPGVKEISDKISKEEMVRRLKMVVKTFMDMDQDSEEEKELYLNLALHLASDFFLKHPDKDVRLLVACCLADIFRIYAPEAPYTSPDKLKDIFMFITRQLKGLEDTKSPQFNRYFYLLENIAWVKSYNICFELEDSNEIFTQLYRTLFSVINNGHNQKVHMHMVDLMSSIICEGDTVSQELLDTVLVNLVPAHKNLNKQAYDLAKALLKRTAQAIEPYITNFFNQVLMLGKTSISDLSEHVFDLILELYNIDSHLLLSVLPQLEFKLKSNDNEERLQVVKLLAKMF.... Result: 0 (no interaction). (5) The miRNA is hsa-miR-7114-3p with sequence UGACCCACCCCUCUCCACCAG. The protein sequence of the target gene is MGSCCSCPDKDTVPDNHRNKFKVINVDDDGNELGSGIMELTDTELILYTRKRDSVKWHYLCLRRYGYDSNLFSFESGRRCQTGQGIFAFKCARAEELFNMLQEIMQNNSINVVEEPVVERNNHQTELEVPRTPRTPTTPGFAAQNLPNGYPRYPSFGDASSHPSSRHPSVGSARLPSVGEESTHPLLVAEEQVHTYVNTTGVQEERKNRTSVHVPLEARVSNAESSTPKEEPSSIEDRDPQILLEPEGVKFVLGPTPVQKQLMEKEKLEQLGRDQVSGSGANNTEWDTGYDSDERRDAPS.... Result: 0 (no interaction).